From a dataset of Reaction yield outcomes from USPTO patents with 853,638 reactions. Predict the reaction yield, written as a fraction of the theoretical maximum amount of product (1.0 means a 100% yield; for example, 0.34 means a 34% yield). (1) The reactants are Cl[C:2]([O:4][C:5]1[CH:10]=[CH:9][C:8]([N+:11]([O-:13])=[O:12])=[CH:7][CH:6]=1)=[O:3].[Cl:14][C:15]1[CH:20]=[CH:19][CH:18]=[CH:17][C:16]=1[C:21]1[CH:22]=[N:23][NH:24][CH:25]=1.O. The catalyst is C(Cl)Cl. The product is [Cl:14][C:15]1[CH:20]=[CH:19][CH:18]=[CH:17][C:16]=1[C:21]1[CH:25]=[N:24][N:23]([C:2]([O:4][C:5]2[CH:10]=[CH:9][C:8]([N+:11]([O-:13])=[O:12])=[CH:7][CH:6]=2)=[O:3])[CH:22]=1. The yield is 0.450. (2) The reactants are [CH2:1]([N:8]1[C:13](=[O:14])[C:12]([CH3:15])=[C:11]([CH3:16])[N:10]=[C:9]1[C@H:17]([NH:21][C:22](=[O:30])[C:23]1[CH:28]=[CH:27][C:26]([CH3:29])=[CH:25][CH:24]=1)[CH:18]([CH3:20])[CH3:19])[C:2]1[CH:7]=[CH:6][CH:5]=[CH:4][CH:3]=1.[H-].[Na+].Cl[CH2:34][CH2:35][N:36]1[CH2:40][CH2:39][CH2:38][CH2:37]1. The catalyst is CN(C=O)C. The product is [CH2:1]([N:8]1[C:13](=[O:14])[C:12]([CH3:15])=[C:11]([CH3:16])[N:10]=[C:9]1[C@H:17]([N:21]([CH2:34][CH2:35][N:36]1[CH2:40][CH2:39][CH2:38][CH2:37]1)[C:22](=[O:30])[C:23]1[CH:28]=[CH:27][C:26]([CH3:29])=[CH:25][CH:24]=1)[CH:18]([CH3:20])[CH3:19])[C:2]1[CH:3]=[CH:4][CH:5]=[CH:6][CH:7]=1. The yield is 0.490. (3) The reactants are [Cl-].[Cl-].[C:3]([C:6]1[CH:7]=[CH:8][C:9]2[C:10]([CH:30]3[CH2:35][CH2:34][CH2:33][CH2:32][CH2:31]3)=[C:11]3[C:18]4[CH:19]=[CH:20][CH:21]=[CH:22][C:17]=4[CH2:16][NH+:15]([CH2:23][CH2:24][NH+:25]([CH3:27])[CH3:26])[CH2:14][CH2:13][N:12]3[C:28]=2[CH:29]=1)(O)=[O:4].[N:36]1([S:42]([NH2:45])(=[O:44])=[O:43])[CH2:41][CH2:40][O:39][CH2:38][CH2:37]1.CCN=C=NCCCN(C)C. The catalyst is CN(C1C=CN=CC=1)C. The product is [CH:30]1([C:10]2[C:9]3[CH:8]=[CH:7][C:6]([C:3]([NH:45][S:42]([N:36]4[CH2:41][CH2:40][O:39][CH2:38][CH2:37]4)(=[O:44])=[O:43])=[O:4])=[CH:29][C:28]=3[N:12]3[CH2:13][CH2:14][N:15]([CH2:23][CH2:24][N:25]([CH3:26])[CH3:27])[CH2:16][C:17]4[CH:22]=[CH:21][CH:20]=[CH:19][C:18]=4[C:11]=23)[CH2:35][CH2:34][CH2:33][CH2:32][CH2:31]1. The yield is 0.310. (4) The reactants are [NH2:1][C:2]1[CH:3]=[CH:4][C:5]([O:11][CH3:12])=[C:6]([CH:10]=1)[C:7]([OH:9])=[O:8].[F:13][C:14]1[C:21]([F:22])=[C:20]([C:23]([F:26])([F:25])[F:24])[C:19]([F:27])=[C:18]([F:28])[C:15]=1[CH2:16]Br. The catalyst is CN(C=O)C. The product is [CH3:12][O:11][C:5]1[CH:4]=[CH:3][C:2]([NH:1][CH2:16][C:15]2[C:18]([F:28])=[C:19]([F:27])[C:20]([C:23]([F:24])([F:26])[F:25])=[C:21]([F:22])[C:14]=2[F:13])=[CH:10][C:6]=1[C:7]([OH:9])=[O:8]. The yield is 0.315. (5) The reactants are Cl[C:2]1[CH:3]=[C:4]([C:9]2[N:13]3[CH:14]=[CH:15][C:16]([C:19]([OH:22])([CH3:21])[CH3:20])=[C:17]([F:18])[C:12]3=[N:11][CH:10]=2)[CH:5]=[CH:6][C:7]=1[F:8].[CH3:23][S:24]([C:27]1[CH:32]=[CH:31][C:30](B(O)O)=[CH:29][CH:28]=1)(=[O:26])=[O:25]. No catalyst specified. The product is [F:18][C:17]1[C:12]2[N:13]([C:9]([C:4]3[CH:5]=[CH:6][C:7]([F:8])=[C:2]([C:30]4[CH:31]=[CH:32][C:27]([S:24]([CH3:23])(=[O:26])=[O:25])=[CH:28][CH:29]=4)[CH:3]=3)=[CH:10][N:11]=2)[CH:14]=[CH:15][C:16]=1[C:19]([OH:22])([CH3:21])[CH3:20]. The yield is 0.0600. (6) The reactants are [CH2:1]([Li])CCC.[Si:6]([O:13][CH:14]1[CH2:19][CH2:18][C:17](=O)[CH2:16][CH2:15]1)([C:9]([CH3:12])([CH3:11])[CH3:10])([CH3:8])[CH3:7]. The catalyst is [Br-].C[P+](C1C=CC=CC=1)(C1C=CC=CC=1)C1C=CC=CC=1.O1CCCC1. The product is [C:9]([Si:6]([CH3:8])([CH3:7])[O:13][CH:14]1[CH2:19][CH2:18][C:17](=[CH2:1])[CH2:16][CH2:15]1)([CH3:12])([CH3:11])[CH3:10]. The yield is 0.840. (7) The reactants are [C:1]([O:5][C:6]([NH:8][CH2:9][CH2:10][CH2:11][NH:12][C:13]1[CH:14]=[C:15]([CH:20]=[CH:21][C:22]=1[N+:23]([O-])=O)[C:16]([O:18][CH3:19])=[O:17])=[O:7])([CH3:4])([CH3:3])[CH3:2]. The catalyst is C(OCC)(=O)C.CO.[Pd]. The product is [NH2:23][C:22]1[CH:21]=[CH:20][C:15]([C:16]([O:18][CH3:19])=[O:17])=[CH:14][C:13]=1[NH:12][CH2:11][CH2:10][CH2:9][NH:8][C:6]([O:5][C:1]([CH3:4])([CH3:3])[CH3:2])=[O:7]. The yield is 0.830. (8) The reactants are [CH3:1][N:2]([CH3:6])[CH2:3][CH2:4][NH2:5].[F:7][C:8]1[CH:13]=[CH:12][CH:11]=[C:10]([F:14])[C:9]=1[C:15]1[S:16][C:17]2[C:23](=[O:24])[CH:22]=[C:21](OC)[C:20](=[O:27])[C:18]=2[N:19]=1. The catalyst is C(O)C. The product is [F:7][C:8]1[CH:13]=[CH:12][CH:11]=[C:10]([F:14])[C:9]=1[C:15]1[S:16][C:17]2[C:23](=[O:24])[CH:22]=[C:21]([NH:5][CH2:4][CH2:3][N:2]([CH3:6])[CH3:1])[C:20](=[O:27])[C:18]=2[N:19]=1. The yield is 0.570. (9) The reactants are [Si:1]([O:8][C@@H:9]1[C@H:13]([CH2:14][O:15][Si:16]([C:19]([CH3:22])([CH3:21])[CH3:20])([CH3:18])[CH3:17])[CH2:12][C@@H:11]([O:23][C:24]2[CH:29]=[C:28](Cl)[N:27]=[CH:26][N:25]=2)[CH2:10]1)([C:4]([CH3:7])([CH3:6])[CH3:5])([CH3:3])[CH3:2].C(=O)([O-])[O-].[Na+].[Na+]. The catalyst is CO.[Pd]. The product is [Si:1]([O:8][C@@H:9]1[C@H:13]([CH2:14][O:15][Si:16]([C:19]([CH3:20])([CH3:21])[CH3:22])([CH3:18])[CH3:17])[CH2:12][C@@H:11]([O:23][C:24]2[CH:29]=[CH:28][N:27]=[CH:26][N:25]=2)[CH2:10]1)([C:4]([CH3:5])([CH3:6])[CH3:7])([CH3:2])[CH3:3]. The yield is 0.700.